The task is: Predict the product of the given reaction.. This data is from Forward reaction prediction with 1.9M reactions from USPTO patents (1976-2016). (1) Given the reactants [O:1]([C:8]1[CH:9]=[C:10]([CH:25]=[CH:26][CH:27]=1)[CH2:11][NH:12][C:13]1[CH:18]=[CH:17][C:16]([C@@H:19]2[CH2:21][C@H:20]2[C:22]([OH:24])=O)=[CH:15][CH:14]=1)[C:2]1[CH:7]=[CH:6][CH:5]=[CH:4][CH:3]=1.CN(C(ON1N=NC2C=CC=NC1=2)=[N+](C)C)C.F[P-](F)(F)(F)(F)F.[CH3:52][O:53][C:54]1[CH:61]=[CH:60][C:57]([CH2:58][NH2:59])=[CH:56][CH:55]=1, predict the reaction product. The product is: [CH3:52][O:53][C:54]1[CH:61]=[CH:60][C:57]([CH2:58][NH:59][C:22]([C@@H:20]2[CH2:21][C@H:19]2[C:16]2[CH:17]=[CH:18][C:13]([NH:12][CH2:11][C:10]3[CH:25]=[CH:26][CH:27]=[C:8]([O:1][C:2]4[CH:3]=[CH:4][CH:5]=[CH:6][CH:7]=4)[CH:9]=3)=[CH:14][CH:15]=2)=[O:24])=[CH:56][CH:55]=1. (2) Given the reactants C([N:3]1[C:11]2[C:6](=[CH:7][C:8]([S:12](Cl)(=[O:14])=[O:13])=[CH:9][CH:10]=2)[CH2:5][CH2:4]1)=O.[NH2:16][C:17]1[S:18][CH:19]=[CH:20][N:21]=1, predict the reaction product. The product is: [S:18]1[CH:19]=[CH:20][N:21]=[C:17]1[NH:16][S:12]([C:8]1[CH:7]=[C:6]2[C:11](=[CH:10][CH:9]=1)[NH:3][CH2:4][CH2:5]2)(=[O:13])=[O:14].